Dataset: Forward reaction prediction with 1.9M reactions from USPTO patents (1976-2016). Task: Predict the product of the given reaction. (1) The product is: [NH2:6][C:5]1[CH:4]=[C:3]([C:1]#[C:2][C:11]2[CH:12]=[C:13]([NH:17][C:18](=[O:24])[O:19][C:20]([CH3:22])([CH3:21])[CH3:23])[CH:14]=[CH:15][CH:16]=2)[CH:9]=[CH:8][CH:7]=1. Given the reactants [C:1]([C:3]1[CH:4]=[C:5]([CH:7]=[CH:8][CH:9]=1)[NH2:6])#[CH:2].I[C:11]1[CH:12]=[C:13]([NH:17][C:18](=[O:24])[O:19][C:20]([CH3:23])([CH3:22])[CH3:21])[CH:14]=[CH:15][CH:16]=1.C(N(CC)C(C)C)(C)C, predict the reaction product. (2) Given the reactants [C:1]([C:3]1[C:4]([N:18]2[CH2:23][CH2:22][NH:21][CH2:20][CH2:19]2)=[N:5][C:6]([C:14]([F:17])([F:16])[F:15])=[C:7]([CH:13]=1)[C:8]([O:10][CH2:11][CH3:12])=[O:9])#[N:2].[N:24]([CH2:27][CH2:28][CH2:29][CH2:30][CH2:31][CH2:32][CH2:33][CH3:34])=[C:25]=[O:26], predict the reaction product. The product is: [C:1]([C:3]1[C:4]([N:18]2[CH2:23][CH2:22][N:21]([C:25]([NH:24][CH2:27][CH2:28][CH2:29][CH2:30][CH2:31][CH2:32][CH2:33][CH3:34])=[O:26])[CH2:20][CH2:19]2)=[N:5][C:6]([C:14]([F:15])([F:17])[F:16])=[C:7]([CH:13]=1)[C:8]([O:10][CH2:11][CH3:12])=[O:9])#[N:2]. (3) Given the reactants C[Si](C)(C)N[Si](C)(C)C.[Na].[Cl-].[CH3:12][O:13][CH2:14][P+](C1C=CC=CC=1)(C1C=CC=CC=1)C1C=CC=CC=1.[C:34]([N:39]1[CH2:44][CH2:43][C:42](=O)[CH2:41][CH2:40]1)([O:36][CH2:37][CH3:38])=[O:35].O, predict the reaction product. The product is: [CH3:12][O:13][CH:14]=[C:42]1[CH2:43][CH2:44][N:39]([C:34]([O:36][CH2:37][CH3:38])=[O:35])[CH2:40][CH2:41]1. (4) The product is: [CH3:1][O:2][C:3]1[C:8]2[N:9]=[C:10]([NH:12][C:20]([N:30]3[CH2:31][C@@H:32]4[CH2:35][C@H:29]3[CH2:34][O:33]4)=[O:21])[S:11][C:7]=2[C:6]([CH:13]2[CH2:18][CH2:17][O:16][CH2:15][CH2:14]2)=[CH:5][CH:4]=1. Given the reactants [CH3:1][O:2][C:3]1[C:8]2[N:9]=[C:10]([NH2:12])[S:11][C:7]=2[C:6]([CH:13]2[CH2:18][CH2:17][O:16][CH2:15][CH2:14]2)=[CH:5][CH:4]=1.Cl[C:20](OC1C=CC=CC=1)=[O:21].[C@H:29]12[CH2:35][C@H:32]([O:33][CH2:34]1)[CH2:31][NH:30]2, predict the reaction product. (5) Given the reactants [Cl:1][C:2]1[CH:7]=[CH:6][C:5]([C:8]([C:11]2[N:15]([C:16]3[CH:21]=[CH:20][C:19]([F:22])=[CH:18][CH:17]=3)[C:14]([SH:23])=[N:13][CH:12]=2)([CH3:10])[CH3:9])=[CH:4][C:3]=1[O:24][CH3:25].C([O-])([O-])=O.[K+].[K+].[Br:32][C:33]1[CH:34]=[C:35]([F:42])[C:36]([CH2:40]Br)=[C:37]([F:39])[CH:38]=1, predict the reaction product. The product is: [Br:32][C:33]1[CH:34]=[C:35]([F:42])[C:36]([CH2:40][S:23][C:14]2[N:15]([C:16]3[CH:21]=[CH:20][C:19]([F:22])=[CH:18][CH:17]=3)[C:11]([C:8]([C:5]3[CH:6]=[CH:7][C:2]([Cl:1])=[C:3]([O:24][CH3:25])[CH:4]=3)([CH3:10])[CH3:9])=[CH:12][N:13]=2)=[C:37]([F:39])[CH:38]=1. (6) Given the reactants [I:1][C:2]1[CH:7]=[CH:6][C:5]([C:8]([C:10]2[C:19]([CH3:20])=[CH:18][C:17]3[C:16]([CH3:22])([CH3:21])[CH2:15][CH2:14][C:13]([CH3:24])([CH3:23])[C:12]=3[CH:11]=2)=O)=[CH:4][CH:3]=1.[CH3:25][Mg]Cl.C1(C)C=CC=CC=1, predict the reaction product. The product is: [I:1][C:2]1[CH:7]=[CH:6][C:5]([C:8]([C:10]2[CH:11]=[C:12]3[C:17](=[CH:18][C:19]=2[CH3:20])[C:16]([CH3:22])([CH3:21])[CH2:15][CH2:14][C:13]3([CH3:24])[CH3:23])=[CH2:25])=[CH:4][CH:3]=1. (7) Given the reactants [N:1]1[CH:6]=[CH:5][CH:4]=[CH:3][C:2]=1[C:7]1[S:11][C:10]([CH:12]=O)=[CH:9][CH:8]=1.N1(C2C=C[C:22]([CH:23]=[O:24])=CC=2)C=CC=N1, predict the reaction product. The product is: [N:1]1[CH:6]=[CH:5][CH:4]=[CH:3][C:2]=1[C:7]1[S:11][C:10]([CH:12]=[CH:22][CH:23]=[O:24])=[CH:9][CH:8]=1.